Dataset: Catalyst prediction with 721,799 reactions and 888 catalyst types from USPTO. Task: Predict which catalyst facilitates the given reaction. (1) Reactant: C([N:8]1[CH2:12][C@@H:11]([CH3:13])[C@H:10]([C:14]2[NH:15][C:16](=[O:29])[C:17]3[CH:22]=[N:21][N:20]([CH:23]4[CH2:28][CH2:27][O:26][CH2:25][CH2:24]4)[C:18]=3[N:19]=2)[CH2:9]1)C1C=CC=CC=1.Cl. Product: [CH3:13][C@@H:11]1[CH2:12][NH:8][CH2:9][C@H:10]1[C:14]1[NH:15][C:16](=[O:29])[C:17]2[CH:22]=[N:21][N:20]([CH:23]3[CH2:28][CH2:27][O:26][CH2:25][CH2:24]3)[C:18]=2[N:19]=1. The catalyst class is: 293. (2) Reactant: [CH:1]([C:3]1[N:4]=[C:5]([C:21]2[CH:26]=[CH:25][N:24]=[C:23]([NH:27][C:28](=[O:30])[CH3:29])[CH:22]=2)[S:6][C:7]=1[C:8]1[N:9]([CH2:13][O:14][CH2:15][CH2:16][Si:17]([CH3:20])([CH3:19])[CH3:18])[CH:10]=[CH:11][N:12]=1)=[O:2].[Cl:31][C:32]1[CH:37]=[CH:36][C:35]([Mg]Br)=[CH:34][CH:33]=1.CCOCC. Product: [Cl:31][C:32]1[CH:37]=[CH:36][C:35]([CH:1]([OH:2])[C:3]2[N:4]=[C:5]([C:21]3[CH:26]=[CH:25][N:24]=[C:23]([NH:27][C:28](=[O:30])[CH3:29])[CH:22]=3)[S:6][C:7]=2[C:8]2[N:9]([CH2:13][O:14][CH2:15][CH2:16][Si:17]([CH3:20])([CH3:19])[CH3:18])[CH:10]=[CH:11][N:12]=2)=[CH:34][CH:33]=1. The catalyst class is: 7.